Predict the product of the given reaction. From a dataset of Forward reaction prediction with 1.9M reactions from USPTO patents (1976-2016). (1) Given the reactants [NH2:1][C:2]1[S:3][C:4]([C:8]([OH:10])=O)=[C:5]([CH3:7])[N:6]=1.C(N(CC)C(C)C)(C)C.Cl.CN(C)CCCN=C=NCC.O.ON1C2C=CC=CC=2N=N1.[CH2:43]([NH2:50])[C:44]1[CH:49]=[CH:48][CH:47]=[CH:46][CH:45]=1, predict the reaction product. The product is: [NH2:1][C:2]1[S:3][C:4]([C:8]([NH:50][CH2:43][C:44]2[CH:49]=[CH:48][CH:47]=[CH:46][CH:45]=2)=[O:10])=[C:5]([CH3:7])[N:6]=1. (2) Given the reactants C([O:8][C:9]1[CH:14]=[CH:13][C:12]([C:15]2[N:23]3[C:18]([CH2:19][CH2:20][CH2:21][CH2:22]3)=[C:17]([C:24]([N:26]([C:37]3[CH:42]=[CH:41][C:40]([O:43][Si:44]([C:47]([CH3:50])([CH3:49])[CH3:48])([CH3:46])[CH3:45])=[CH:39][CH:38]=3)[C:27]3[CH:28]=[C:29]4[CH:35]=[CH:34][N:33]([CH3:36])[C:30]4=[N:31][CH:32]=3)=[O:25])[CH:16]=2)=[C:11]([C:51]([N:53]2[C@H:62]([CH2:63][N:64]3[CH2:69][CH2:68][O:67][CH2:66][CH2:65]3)[CH2:61][C:60]3[C:55](=[CH:56][CH:57]=[CH:58][CH:59]=3)[CH2:54]2)=[O:52])[CH:10]=1)C1C=CC=CC=1, predict the reaction product. The product is: [Si:44]([O:43][C:40]1[CH:41]=[CH:42][C:37]([N:26]([C:27]2[CH:28]=[C:29]3[CH:35]=[CH:34][N:33]([CH3:36])[C:30]3=[N:31][CH:32]=2)[C:24]([C:17]2[CH:16]=[C:15]([C:12]3[CH:13]=[CH:14][C:9]([OH:8])=[CH:10][C:11]=3[C:51]([N:53]3[C@H:62]([CH2:63][N:64]4[CH2:65][CH2:66][O:67][CH2:68][CH2:69]4)[CH2:61][C:60]4[C:55](=[CH:56][CH:57]=[CH:58][CH:59]=4)[CH2:54]3)=[O:52])[N:23]3[C:18]=2[CH2:19][CH2:20][CH2:21][CH2:22]3)=[O:25])=[CH:38][CH:39]=1)([C:47]([CH3:50])([CH3:49])[CH3:48])([CH3:46])[CH3:45]. (3) Given the reactants [Cl:1][C:2]1[S:6][C:5]([CH2:7][CH2:8][S:9]([NH:12][C@H:13]2[CH2:17][CH2:16][N:15]([C@H:18]([C:23]([N:25]3[CH2:30][CH2:29][O:28][CH2:27][CH2:26]3)=[O:24])[CH2:19][C:20]([NH2:22])=[O:21])[C:14]2=[O:31])(=[O:11])=[O:10])=[CH:4][CH:3]=1.CO[CH:34](OC)[N:35]([CH3:37])[CH3:36], predict the reaction product. The product is: [Cl:1][C:2]1[S:6][C:5]([CH2:7][CH2:8][S:9]([NH:12][C@H:13]2[CH2:17][CH2:16][N:15]([C@H:18]([C:23]([N:25]3[CH2:26][CH2:27][O:28][CH2:29][CH2:30]3)=[O:24])[CH2:19][C:20](/[N:22]=[CH:34]/[N:35]([CH3:37])[CH3:36])=[O:21])[C:14]2=[O:31])(=[O:10])=[O:11])=[CH:4][CH:3]=1. (4) Given the reactants Cl[CH2:2][CH2:3][CH2:4][N:5]1[CH2:10][CH:9]2[CH:7]([CH:8]2[N:11]([CH3:13])[CH3:12])[CH2:6]1.C([O-])([O-])=O.[K+].[K+].[Cl:20][C:21]1[CH:22]=[C:23]([NH:28][C:29]2[C:38]3[C:33](=[CH:34][C:35]([O:40][CH3:41])=[C:36]([OH:39])[CH:37]=3)[N:32]=[CH:31][N:30]=2)[CH:24]=[CH:25][C:26]=1[F:27], predict the reaction product. The product is: [Cl:20][C:21]1[CH:22]=[C:23]([NH:28][C:29]2[C:38]3[C:33](=[CH:34][C:35]([O:40][CH3:41])=[C:36]([O:39][CH2:2][CH2:3][CH2:4][N:5]4[CH2:10][CH:9]5[CH:7]([CH:8]5[N:11]([CH3:13])[CH3:12])[CH2:6]4)[CH:37]=3)[N:32]=[CH:31][N:30]=2)[CH:24]=[CH:25][C:26]=1[F:27]. (5) Given the reactants [C:1]([N:5]1[C:14]2[C:9](=[CH:10][C:11]([O:18][CH3:19])=[C:12]([N+:15]([O-:17])=[O:16])[CH:13]=2)[CH2:8][CH2:7][CH2:6]1)(=[O:4])[CH:2]=[CH2:3].[CH3:20][NH:21][CH3:22], predict the reaction product. The product is: [CH3:20][N:21]([CH3:22])[CH2:3][CH2:2][C:1]([N:5]1[C:14]2[C:9](=[CH:10][C:11]([O:18][CH3:19])=[C:12]([N+:15]([O-:17])=[O:16])[CH:13]=2)[CH2:8][CH2:7][CH2:6]1)=[O:4]. (6) Given the reactants C[Si]([N-][Si](C)(C)C)(C)C.[Li+].[CH3:11][C:12]1[CH:17]=[CH:16][C:15]([S:18]([N:21]2[CH:25]=[CH:24][N:23]=[C:22]2[C:26](=[O:28])[CH3:27])(=[O:20])=[O:19])=[CH:14][CH:13]=1.[C:29](OCC)(=[O:35])[C:30]([O:32][CH2:33][CH3:34])=[O:31].C(OCC)C, predict the reaction product. The product is: [CH2:33]([O:32][C:30](=[O:31])[C:29](=[O:35])[CH2:27][C:26]([C:22]1[N:21]([S:18]([C:15]2[CH:16]=[CH:17][C:12]([CH3:11])=[CH:13][CH:14]=2)(=[O:20])=[O:19])[CH:25]=[CH:24][N:23]=1)=[O:28])[CH3:34]. (7) Given the reactants Cl[S:2]([C:5]1[S:6][C:7]([C:10]2[CH:15]=[CH:14][C:13]([CH3:16])=[CH:12][CH:11]=2)=[CH:8][CH:9]=1)(=[O:4])=[O:3].[NH2:17][C:18]1[O:22][N:21]=[C:20]([CH3:23])[C:19]=1[Br:24], predict the reaction product. The product is: [Br:24][C:19]1[C:20]([CH3:23])=[N:21][O:22][C:18]=1[NH:17][S:2]([C:5]1[S:6][C:7]([C:10]2[CH:15]=[CH:14][C:13]([CH3:16])=[CH:12][CH:11]=2)=[CH:8][CH:9]=1)(=[O:4])=[O:3].